This data is from Forward reaction prediction with 1.9M reactions from USPTO patents (1976-2016). The task is: Predict the product of the given reaction. (1) Given the reactants [CH2:1]([O:8][C:9]1[C:18]2[C:13](=[CH:14][CH:15]=[C:16]([CH3:19])[CH:17]=2)[N+:12]([O-])=[C:11]([CH3:21])[C:10]=1[CH3:22])[C:2]1[CH:7]=[CH:6][CH:5]=[CH:4][CH:3]=1.[C:23]([O:26]C(=O)C)(=[O:25])[CH3:24], predict the reaction product. The product is: [C:23]([O:26][CH2:21][C:11]1[C:10]([CH3:22])=[C:9]([O:8][CH2:1][C:2]2[CH:7]=[CH:6][CH:5]=[CH:4][CH:3]=2)[C:18]2[C:13](=[CH:14][CH:15]=[C:16]([CH3:19])[CH:17]=2)[N:12]=1)(=[O:25])[CH3:24]. (2) Given the reactants [F:1][C:2]1[CH:7]=[CH:6][C:5]([CH:8]2[O:12]C(=O)[NH:10][CH:9]2[CH2:14][C:15]2[CH:20]=[CH:19][C:18]([O:21][CH3:22])=[CH:17][CH:16]=2)=[CH:4][CH:3]=1.[OH-].[Na+], predict the reaction product. The product is: [NH2:10][CH:9]([CH2:14][C:15]1[CH:16]=[CH:17][C:18]([O:21][CH3:22])=[CH:19][CH:20]=1)[CH:8]([C:5]1[CH:4]=[CH:3][C:2]([F:1])=[CH:7][CH:6]=1)[OH:12]. (3) Given the reactants [Br:1][C:2]1[CH:11]=[C:10]2[C:5]([N:6]=[CH:7][C:8](Cl)=[N:9]2)=[CH:4][CH:3]=1.[C:13]([O-])([O-])=[O:14].[K+].[K+], predict the reaction product. The product is: [Br:1][C:2]1[CH:11]=[C:10]2[C:5]([N:6]=[CH:7][C:8]([O:14][CH3:13])=[N:9]2)=[CH:4][CH:3]=1. (4) Given the reactants [Br:1][C:2]1[CH:3]=[C:4]([CH3:11])[C:5](SC)=[C:6]([CH3:8])[CH:7]=1.O[O:13][S:14]([O-:16])=O.[K+].[CH3:18]O, predict the reaction product. The product is: [Br:1][C:2]1[CH:7]=[C:6]([CH3:8])[C:5]([S:14]([CH3:18])(=[O:16])=[O:13])=[C:4]([CH3:11])[CH:3]=1. (5) Given the reactants Br[C:2]1[CH:7]=[CH:6][C:5](CC)=[CH:4][CH:3]=1.CCCCC.C([C:17]1[CH:26]=[CH:25][C:20]([C:21]([O:23]C)=O)=[CH:19][C:18]=1O)=O.[Cl-].[NH4+], predict the reaction product. The product is: [C:2]1([CH:21]([C:20]2[CH:19]=[CH:18][CH:17]=[CH:26][CH:25]=2)[OH:23])[CH:7]=[CH:6][CH:5]=[CH:4][CH:3]=1.